Dataset: Reaction yield outcomes from USPTO patents with 853,638 reactions. Task: Predict the reaction yield, written as a fraction of the theoretical maximum amount of product (1.0 means a 100% yield; for example, 0.34 means a 34% yield). The reactants are Br[C:2]1[CH:7]=[CH:6][N:5]=[C:4]2[N:8]([CH3:13])[CH:9]=[C:10]([CH:11]=[O:12])[C:3]=12.[NH:14]1[CH2:19][CH2:18][CH2:17][CH2:16][CH2:15]1.C(=O)([O-])[O-].[Cs+].[Cs+]. The catalyst is O1CCOCC1.C1C=CC(C#N)=CC=1.C1C=CC(C#N)=CC=1.Cl[Pd]Cl.[Cu]I.C(P(C(C)(C)C)C(C)(C)C)(C)(C)C. The product is [CH3:13][N:8]1[C:4]2=[N:5][CH:6]=[CH:7][C:2]([N:14]3[CH2:19][CH2:18][CH2:17][CH2:16][CH2:15]3)=[C:3]2[C:10]([CH:11]=[O:12])=[CH:9]1. The yield is 0.540.